From a dataset of Forward reaction prediction with 1.9M reactions from USPTO patents (1976-2016). Predict the product of the given reaction. (1) The product is: [Br:1][C:2]1[CH:7]=[CH:6][CH:5]=[CH:4][C:3]=1[O:8][CH2:10][C:11]#[N:12]. Given the reactants [Br:1][C:2]1[CH:7]=[CH:6][CH:5]=[CH:4][C:3]=1[OH:8].Br[CH2:10][C:11]#[N:12].C(=O)([O-])[O-].[K+].[K+].CN(C)C=O, predict the reaction product. (2) Given the reactants [Cl:1][C:2]1[CH:7]=[C:6]([Cl:8])[CH:5]=[CH:4][C:3]=1[C:9]1[CH:14]=[CH:13][N:12]([C:15]2[CH:16]=[CH:17][C:18]3[C:19]4[CH2:28][N:27](C(OC(C)(C)C)=O)[CH2:26][CH2:25][C:20]=4[N:21]([CH3:24])[C:22]=3[CH:23]=2)[C:11](=[O:36])[CH:10]=1.[ClH:37], predict the reaction product. The product is: [ClH:1].[ClH:37].[Cl:1][C:2]1[CH:7]=[C:6]([Cl:8])[CH:5]=[CH:4][C:3]=1[C:9]1[CH:14]=[CH:13][N:12]([C:15]2[CH:16]=[CH:17][C:18]3[C:19]4[CH2:28][NH:27][CH2:26][CH2:25][C:20]=4[N:21]([CH3:24])[C:22]=3[CH:23]=2)[C:11](=[O:36])[CH:10]=1. (3) Given the reactants [CH:1]([C:3]1[CH:12]=[CH:11][C:10]2[C:5](=[CH:6][CH:7]=[CH:8][C:9]=2[N:13]2[CH2:18][CH2:17][N:16]([C:19]([O:21][C:22]([CH3:25])([CH3:24])[CH3:23])=[O:20])[CH2:15][CH2:14]2)[N:4]=1)=[O:2].C(O)(=O)CC(CC(O)=O)(C(O)=O)[OH:29].[OH-].[Na+].Cl.[O-]Cl=O.[Na+], predict the reaction product. The product is: [CH3:23][C:22]([O:21][C:19]([N:16]1[CH2:15][CH2:14][N:13]([C:9]2[CH:8]=[CH:7][CH:6]=[C:5]3[C:10]=2[CH:11]=[CH:12][C:3]([C:1]([OH:29])=[O:2])=[N:4]3)[CH2:18][CH2:17]1)=[O:20])([CH3:25])[CH3:24]. (4) Given the reactants ClC1C=CC(N2N=CC=N2)=C(C=1)[C:7]([NH:9][C@H:10]1[CH2:14][CH2:13][CH2:12][C@@H:11]1[NH:15][C:16]1[CH:21]=[CH:20][C:19]([C:22]([F:25])([F:24])[F:23])=[CH:18][N:17]=1)=[O:8].Cl.FC(F)(F)C1C=CC(N[C@H]2CCC[C@@H]2N)=NC=1.[N:50]1([C:55]2[C:56](C(O)=O)=[N:57][CH:58]=[CH:59][CH:60]=2)[CH:54]=[CH:53][CH:52]=[N:51]1, predict the reaction product. The product is: [N:50]1([C:55]2[C:56]([C:7]([NH:9][C@H:10]3[CH2:14][CH2:13][CH2:12][C@@H:11]3[NH:15][C:16]3[CH:21]=[CH:20][C:19]([C:22]([F:25])([F:23])[F:24])=[CH:18][N:17]=3)=[O:8])=[N:57][CH:58]=[CH:59][CH:60]=2)[CH:54]=[CH:53][CH:52]=[N:51]1. (5) Given the reactants [C:1]([C:3]1[CH:8]=[CH:7][CH:6]=[CH:5][C:4]=1[NH:9][S:10]([CH3:13])(=[O:12])=[O:11])#[N:2].C1(P(C2C=CC=CC=2)C2C=CC=CC=2)C=CC=CC=1.CCOC(/N=N/C(OCC)=O)=O.[O:45]1[CH2:50][CH2:49][CH2:48][CH2:47][CH:46]1[O:51][CH2:52][CH2:53]O, predict the reaction product. The product is: [C:1]([C:3]1[CH:8]=[CH:7][CH:6]=[CH:5][C:4]=1[N:9]([CH2:53][CH2:52][O:51][CH:46]1[CH2:47][CH2:48][CH2:49][CH2:50][O:45]1)[S:10]([CH3:13])(=[O:12])=[O:11])#[N:2]. (6) Given the reactants [F:1][CH:2]([F:24])[C:3]1[CH:4]=[CH:5][C:6]([NH:9][C@H:10]2[C@@H:15]3[CH2:16][C@@H:12]([CH2:13][N:14]3C(OC(C)(C)C)=O)[CH2:11]2)=[N:7][CH:8]=1.Cl, predict the reaction product. The product is: [F:24][CH:2]([F:1])[C:3]1[CH:4]=[CH:5][C:6]([NH:9][C@H:10]2[C@@H:15]3[CH2:16][C@@H:12]([CH2:13][NH:14]3)[CH2:11]2)=[N:7][CH:8]=1. (7) Given the reactants [Br:1][C:2]1[CH:3]=[C:4]2[C:8](=[CH:9][CH:10]=1)[NH:7][CH:6]=[C:5]2[CH:11]([NH:16][C:17]([C:19]1[C:27]2[C:22](=[CH:23][CH:24]=[C:25]([Br:28])[CH:26]=2)[NH:21][CH:20]=1)=O)C(OC)=O.[C:29](=O)([O-])[O-:30].[K+].[K+].[CH2:35]([CH2:37][NH2:38])[OH:36].C(#N)C.C(OCC)(=[O:44])C, predict the reaction product. The product is: [Br:1][C:2]1[CH:3]=[C:4]2[C:8](=[CH:9][CH:10]=1)[NH:7][CH:6]=[C:5]2[C:11]([NH:16][CH:17]([C:19]1[C:27]2[C:22](=[CH:23][CH:24]=[C:25]([Br:28])[CH:26]=2)[NH:21][CH:20]=1)[C:29]([NH:38][CH2:37][CH2:35][OH:36])=[O:30])=[O:44].